Dataset: Reaction yield outcomes from USPTO patents with 853,638 reactions. Task: Predict the reaction yield, written as a fraction of the theoretical maximum amount of product (1.0 means a 100% yield; for example, 0.34 means a 34% yield). (1) The reactants are Br[C:2]1[C:10]2[C:9]([NH:11][C@H:12]([C:14]3[N:19]([C:20]4[CH:25]=[CH:24][CH:23]=[CH:22][CH:21]=4)[C:18](=[O:26])[C:17]4=[C:27]([CH3:30])[CH:28]=[CH:29][N:16]4[N:15]=3)[CH3:13])=[N:8][CH:7]=[N:6][C:5]=2[N:4]([CH2:31][O:32][CH2:33][CH2:34][Si:35]([CH3:38])([CH3:37])[CH3:36])[CH:3]=1.CC1(C)C(C)(C)OB([C:47]2[CH:52]=[CH:51][C:50]([NH:53][S:54]([CH3:57])(=[O:56])=[O:55])=[CH:49][CH:48]=2)O1.C(=O)([O-])[O-].[Na+].[Na+]. The catalyst is COCCOC.O. The product is [CH3:30][C:27]1[CH:28]=[CH:29][N:16]2[C:17]=1[C:18](=[O:26])[N:19]([C:20]1[CH:25]=[CH:24][CH:23]=[CH:22][CH:21]=1)[C:14]([C@@H:12]([NH:11][C:9]1[C:10]3[C:2]([C:47]4[CH:48]=[CH:49][C:50]([NH:53][S:54]([CH3:57])(=[O:55])=[O:56])=[CH:51][CH:52]=4)=[CH:3][N:4]([CH2:31][O:32][CH2:33][CH2:34][Si:35]([CH3:37])([CH3:38])[CH3:36])[C:5]=3[N:6]=[CH:7][N:8]=1)[CH3:13])=[N:15]2. The yield is 0.620. (2) The reactants are [OH:1][CH:2]([CH2:6][O:7][C:8]([C:21]1[CH:26]=[CH:25][CH:24]=[CH:23][CH:22]=1)([C:15]1[CH:20]=[CH:19][CH:18]=[CH:17][CH:16]=1)[C:9]1[CH:14]=[CH:13][CH:12]=[CH:11][CH:10]=1)[CH2:3][C:4]#[N:5].[C:27](OC(=O)C)(=[O:29])[CH3:28].N1C=CC=CC=1.Cl. The catalyst is C(OCC)(=O)C. The product is [C:27]([O:1][CH:2]([CH2:6][O:7][C:8]([C:21]1[CH:26]=[CH:25][CH:24]=[CH:23][CH:22]=1)([C:9]1[CH:14]=[CH:13][CH:12]=[CH:11][CH:10]=1)[C:15]1[CH:16]=[CH:17][CH:18]=[CH:19][CH:20]=1)[CH2:3][C:4]#[N:5])(=[O:29])[CH3:28]. The yield is 1.00. (3) The reactants are [CH3:1][O:2][C:3]1[CH:4]=[C:5]2[C:10](=[CH:11][C:12]=1[OH:13])[N:9]=[CH:8][CH:7]=[C:6]2[O:14][C:15]1[C:16]([C:23]2[CH:28]=[CH:27][CH:26]=[C:25]([CH3:29])[N:24]=2)=[N:17][C:18]([CH3:22])=[C:19]([CH3:21])[CH:20]=1.C1(P(C2C=CC=CC=2)C2C=CC=CC=2)C=CC=CC=1.CC1(C)[O:55][CH2:54][CH:53]([CH2:56]O)[CH2:52][O:51]1.CCOC(/N=N/C(OCC)=O)=O.S(=O)(=O)(O)O.[OH-].[Na+]. The catalyst is O1CCCC1.O. The product is [CH3:1][O:2][C:3]1[CH:4]=[C:5]2[C:10](=[CH:11][C:12]=1[O:13][CH2:56][CH:53]([CH2:54][OH:55])[CH2:52][OH:51])[N:9]=[CH:8][CH:7]=[C:6]2[O:14][C:15]1[C:16]([C:23]2[CH:28]=[CH:27][CH:26]=[C:25]([CH3:29])[N:24]=2)=[N:17][C:18]([CH3:22])=[C:19]([CH3:21])[CH:20]=1. The yield is 0.620.